The task is: Predict the reactants needed to synthesize the given product.. This data is from Full USPTO retrosynthesis dataset with 1.9M reactions from patents (1976-2016). (1) Given the product [Cl:20][C:21]1[CH:26]=[CH:25][C:24]([S:27][C:2]2[C:11]3[C:6](=[CH:7][CH:8]=[CH:9][CH:10]=3)[C:5]([OH:12])=[C:4]([C:13]([NH:15][CH2:16][C:17]([OH:19])=[O:18])=[O:14])[N:3]=2)=[CH:23][CH:22]=1, predict the reactants needed to synthesize it. The reactants are: Cl[C:2]1[C:11]2[C:6](=[CH:7][CH:8]=[CH:9][CH:10]=2)[C:5]([OH:12])=[C:4]([C:13]([NH:15][CH2:16][C:17]([OH:19])=[O:18])=[O:14])[N:3]=1.[Cl:20][C:21]1[CH:26]=[CH:25][C:24]([SH:27])=[CH:23][CH:22]=1. (2) Given the product [N:33]([CH:16]([C:8]1[CH:9]=[C:10]2[N:15]([C:7]=1[C:1]1[CH:6]=[CH:5][CH:4]=[CH:3][CH:2]=1)[CH:14]=[CH:13][CH:12]=[CH:11]2)[CH3:17])=[N+:34]=[N-:35], predict the reactants needed to synthesize it. The reactants are: [C:1]1([C:7]2[N:15]3[C:10]([CH:11]=[CH:12][CH:13]=[CH:14]3)=[CH:9][C:8]=2[CH:16](O)[CH3:17])[CH:6]=[CH:5][CH:4]=[CH:3][CH:2]=1.C1C=CC(P([N:33]=[N+:34]=[N-:35])(C2C=CC=CC=2)=O)=CC=1.C1CCN2C(=NCCC2)CC1. (3) Given the product [F:1][C:2]([F:24])([F:23])[C:3]1[CH:8]=[CH:7][C:6]([C:9]2[N:31]=[C:27]3[CH2:28][CH2:29][CH2:30][NH:25][C:26]3=[N:32][C:10]=2[C:12]2[CH:17]=[CH:16][C:15]([C:18]([F:21])([F:20])[F:19])=[CH:14][CH:13]=2)=[CH:5][CH:4]=1, predict the reactants needed to synthesize it. The reactants are: [F:1][C:2]([F:24])([F:23])[C:3]1[CH:8]=[CH:7][C:6]([C:9](=O)[C:10]([C:12]2[CH:17]=[CH:16][C:15]([C:18]([F:21])([F:20])[F:19])=[CH:14][CH:13]=2)=O)=[CH:5][CH:4]=1.[N:25]1[CH:30]=[CH:29][CH:28]=[C:27]([NH2:31])[C:26]=1[NH2:32]. (4) Given the product [CH2:26]([N:5]([CH2:1][CH2:2][CH2:3][CH3:4])[C:6]1[CH:11]=[CH:10][C:9]([CH:12]=[CH:13][C:14]2[C:21]([CH3:22])=[CH:20][C:17]([CH:18]=[CH:37][C:36]3[C:35]([C:42]4[CH:47]=[CH:46][CH:45]=[CH:44][CH:43]=4)([C:38]([F:41])([F:39])[F:40])[O:34][C:33](=[C:48]([C:51]#[N:52])[C:49]#[N:50])[C:32]=3[C:30]#[N:31])=[C:16]([CH3:23])[CH:15]=2)=[C:8]([O:24][CH3:25])[CH:7]=1)[CH2:27][CH2:28][CH3:29], predict the reactants needed to synthesize it. The reactants are: [CH2:1]([N:5]([CH2:26][CH2:27][CH2:28][CH3:29])[C:6]1[CH:11]=[CH:10][C:9]([CH:12]=[CH:13][C:14]2[C:21]([CH3:22])=[CH:20][C:17]([CH:18]=O)=[C:16]([CH3:23])[CH:15]=2)=[C:8]([O:24][CH3:25])[CH:7]=1)[CH2:2][CH2:3][CH3:4].[C:30]([C:32]1[C:33](=[C:48]([C:51]#[N:52])[C:49]#[N:50])[O:34][C:35]([C:42]2[CH:47]=[CH:46][CH:45]=[CH:44][CH:43]=2)([C:38]([F:41])([F:40])[F:39])[C:36]=1[CH3:37])#[N:31]. (5) Given the product [C:1]1([O:11][CH2:12][CH2:13][CH2:14][N:15]2[C:23]3[C:18](=[C:19]([C:24]4[CH:29]=[CH:28][CH:27]=[CH:26][C:25]=4[CH3:30])[CH:20]=[CH:21][CH:22]=3)[CH:17]=[C:16]2[C:31]#[N:54])[C:10]2[C:5](=[CH:6][CH:7]=[CH:8][CH:9]=2)[CH:4]=[CH:3][CH:2]=1, predict the reactants needed to synthesize it. The reactants are: [C:1]1([O:11][CH2:12][CH2:13][CH2:14][N:15]2[C:23]3[C:18](=[C:19]([C:24]4[CH:29]=[CH:28][CH:27]=[CH:26][C:25]=4[CH3:30])[CH:20]=[CH:21][CH:22]=3)[CH:17]=[C:16]2[C:31](=O)CC(OCC)=O)[C:10]2[C:5](=[CH:6][CH:7]=[CH:8][CH:9]=2)[CH:4]=[CH:3][CH:2]=1.FC(F)(F)C(OC(=O)C(F)(F)F)=O.C([N:54](CC)CC)C.